From a dataset of NCI-60 drug combinations with 297,098 pairs across 59 cell lines. Regression. Given two drug SMILES strings and cell line genomic features, predict the synergy score measuring deviation from expected non-interaction effect. (1) Drug 1: CC(C1=C(C=CC(=C1Cl)F)Cl)OC2=C(N=CC(=C2)C3=CN(N=C3)C4CCNCC4)N. Drug 2: C1CC(C1)(C(=O)O)C(=O)O.[NH2-].[NH2-].[Pt+2]. Cell line: M14. Synergy scores: CSS=13.6, Synergy_ZIP=-3.73, Synergy_Bliss=2.90, Synergy_Loewe=-0.213, Synergy_HSA=0.0251. (2) Drug 1: CNC(=O)C1=CC=CC=C1SC2=CC3=C(C=C2)C(=NN3)C=CC4=CC=CC=N4. Drug 2: CC=C1C(=O)NC(C(=O)OC2CC(=O)NC(C(=O)NC(CSSCCC=C2)C(=O)N1)C(C)C)C(C)C. Cell line: OVCAR3. Synergy scores: CSS=40.0, Synergy_ZIP=1.46, Synergy_Bliss=-3.88, Synergy_Loewe=-63.9, Synergy_HSA=-6.02. (3) Drug 2: C1C(C(OC1N2C=NC3=C(N=C(N=C32)Cl)N)CO)O. Drug 1: C1=CC(=CC=C1CCC2=CNC3=C2C(=O)NC(=N3)N)C(=O)NC(CCC(=O)O)C(=O)O. Synergy scores: CSS=26.8, Synergy_ZIP=-11.7, Synergy_Bliss=-16.9, Synergy_Loewe=-18.8, Synergy_HSA=-13.9. Cell line: COLO 205. (4) Drug 1: CCCCCOC(=O)NC1=NC(=O)N(C=C1F)C2C(C(C(O2)C)O)O. Drug 2: COCCOC1=C(C=C2C(=C1)C(=NC=N2)NC3=CC=CC(=C3)C#C)OCCOC.Cl. Cell line: SN12C. Synergy scores: CSS=4.00, Synergy_ZIP=-3.66, Synergy_Bliss=-0.259, Synergy_Loewe=-2.59, Synergy_HSA=-1.20. (5) Drug 1: C1=CC(=C2C(=C1NCCNCCO)C(=O)C3=C(C=CC(=C3C2=O)O)O)NCCNCCO. Drug 2: CC1C(C(CC(O1)OC2CC(CC3=C2C(=C4C(=C3O)C(=O)C5=CC=CC=C5C4=O)O)(C(=O)C)O)N)O. Cell line: 786-0. Synergy scores: CSS=56.0, Synergy_ZIP=7.61, Synergy_Bliss=7.39, Synergy_Loewe=0.685, Synergy_HSA=9.59.